Dataset: Full USPTO retrosynthesis dataset with 1.9M reactions from patents (1976-2016). Task: Predict the reactants needed to synthesize the given product. (1) Given the product [NH2:1][C:2]1([CH2:18][O:19][CH2:21][C:22]#[N:23])[C:15]2[C:10](=[N:11][CH:12]=[C:13]([Br:16])[CH:14]=2)[O:9][C:8]2[C:3]1=[CH:4][C:5]([I:17])=[CH:6][CH:7]=2, predict the reactants needed to synthesize it. The reactants are: [NH2:1][C:2]1([CH2:18][OH:19])[C:15]2[C:10](=[N:11][CH:12]=[C:13]([Br:16])[CH:14]=2)[O:9][C:8]2[C:3]1=[CH:4][C:5]([I:17])=[CH:6][CH:7]=2.Br[CH2:21][C:22]#[N:23].CC(C)([O-])C.[Li+]. (2) Given the product [Cl:5][C:6]1[C:7]([NH:14][CH2:15][C:16]2[CH:21]=[CH:20][C:19]([OH:22])=[C:18]([CH3:24])[CH:17]=2)=[N:8][C:9]([CH3:13])=[N:10][C:11]=1[CH3:12], predict the reactants needed to synthesize it. The reactants are: B(Br)(Br)Br.[Cl:5][C:6]1[C:7]([NH:14][CH2:15][C:16]2[CH:21]=[CH:20][C:19]([O:22]C)=[C:18]([CH3:24])[CH:17]=2)=[N:8][C:9]([CH3:13])=[N:10][C:11]=1[CH3:12].CO.